From a dataset of Reaction yield outcomes from USPTO patents with 853,638 reactions. Predict the reaction yield, written as a fraction of the theoretical maximum amount of product (1.0 means a 100% yield; for example, 0.34 means a 34% yield). (1) The reactants are [F:1][CH:2]([F:28])[O:3][C:4]1[CH:5]=[C:6]([C:10]2[N:15]=[C:14]([CH2:16][C:17]3[CH:18]=[N:19][C:20]([C:23]#[N:24])=[N:21][CH:22]=3)[CH:13]=[N:12][C:11]=2[O:25][CH2:26][CH3:27])[CH:7]=[CH:8][CH:9]=1.[OH-:29].[Na+].OO. The catalyst is CO. The product is [F:28][CH:2]([F:1])[O:3][C:4]1[CH:5]=[C:6]([C:10]2[N:15]=[C:14]([CH2:16][C:17]3[CH:18]=[N:19][C:20]([C:23]([NH2:24])=[O:29])=[N:21][CH:22]=3)[CH:13]=[N:12][C:11]=2[O:25][CH2:26][CH3:27])[CH:7]=[CH:8][CH:9]=1. The yield is 0.670. (2) The reactants are [Cl:1][C:2]1[CH:17]=[CH:16][C:5]([O:6][CH2:7][CH2:8][C@@H:9](OS(C)(=O)=O)[CH3:10])=[C:4]([O:18][C:19]2[CH:24]=[CH:23][CH:22]=[CH:21][CH:20]=2)[CH:3]=1.C[O:26][C:27](=[O:38])[CH2:28][CH2:29][C:30]1[CH:35]=[CH:34][C:33]([SH:36])=[CH:32][C:31]=1[CH3:37]. No catalyst specified. The product is [Cl:1][C:2]1[CH:17]=[CH:16][C:5]([O:6][CH2:7][CH2:8][CH:9]([S:36][C:33]2[CH:34]=[CH:35][C:30]([CH2:29][CH2:28][C:27]([OH:38])=[O:26])=[C:31]([CH3:37])[CH:32]=2)[CH3:10])=[C:4]([O:18][C:19]2[CH:20]=[CH:21][CH:22]=[CH:23][CH:24]=2)[CH:3]=1. The yield is 0.420. (3) The reactants are [CH3:1][O:2][C:3]1[CH:4]=[C:5]([O:12][CH2:13][C@H:14]2[CH2:18][CH2:17][CH2:16][N:15]2[C:19]([C@H:21]2[CH2:26][CH2:25][C@H:24]([C:27]([F:30])([F:29])[F:28])[CH2:23][CH2:22]2)=[O:20])[C:6]([C:9]([O-:11])=[O:10])=[N:7][CH:8]=1.[OH-].[Na+].O.C(OCC)C. The catalyst is O1CCCC1. The product is [CH3:1][O:2][C:3]1[CH:4]=[C:5]([O:12][CH2:13][C@H:14]2[CH2:18][CH2:17][CH2:16][N:15]2[C:19]([C@H:21]2[CH2:26][CH2:25][C@H:24]([C:27]([F:30])([F:28])[F:29])[CH2:23][CH2:22]2)=[O:20])[C:6]([C:9]([OH:11])=[O:10])=[N:7][CH:8]=1. The yield is 0.950.